This data is from Peptide-MHC class II binding affinity with 134,281 pairs from IEDB. The task is: Regression. Given a peptide amino acid sequence and an MHC pseudo amino acid sequence, predict their binding affinity value. This is MHC class II binding data. (1) The peptide sequence is ADVQYDLYLNVANRR. The MHC is HLA-DPA10301-DPB10402 with pseudo-sequence HLA-DPA10301-DPB10402. The binding affinity (normalized) is 0.957. (2) The binding affinity (normalized) is 0.317. The MHC is DRB1_0405 with pseudo-sequence DRB1_0405. The peptide sequence is LMFLQNLKLGDDQYV.